From a dataset of Experimentally validated miRNA-target interactions with 360,000+ pairs, plus equal number of negative samples. Binary Classification. Given a miRNA mature sequence and a target amino acid sequence, predict their likelihood of interaction. (1) The miRNA is hsa-miR-9-5p with sequence UCUUUGGUUAUCUAGCUGUAUGA. The protein sequence of the target gene is MGVDFDVKTFCHNLRATKPPYECPVETCRKVYKSYSGIEYHLYHYDHDSPPPPQQTPLRKHKKKGRQSRPANKQSPSPSEVSQSPGREVMSYAQAQRMVEVDLHGRVHRISIFDNLDVVSEDEEAPEEAPENGSNKENTETPAATPKSGKHKNKEKRKDSNHHHHSAPASAAPKLPEVVYRELEQDTPDAPPRPTSYYRYIEKSAEELDEEVEYDMDEEDYIWLDIMNERRKTEGVSPIPQEIFEYLMDRLEKESYFESHNKGDPNALVDEDAVCCICNDGECQNSNVILFCDMCNLAVH.... Result: 0 (no interaction). (2) Result: 0 (no interaction). The miRNA is hsa-miR-3612 with sequence AGGAGGCAUCUUGAGAAAUGGA. The protein sequence of the target gene is MMGSVLPAEALVLKTGLKAPGLALAEVITSDILHSFLYGRWRNVLGEQLLEDKSHHASPKTAFTAEVLAQSFSGEVQKLSSLVLPVEVIIAQSSIPGEGLGIFSKTWIKAGTEMGPFTGRVIAPEHVDICKNNNLMWEVFNEDGTVRYFIDASQEDHRSWMTYIKCARNEQEQNLEVVQIGTSIFYKAIEMIPPDQELLVWYGNSHNTFLGIPGVPGLEEEQKKNKHEDFHPADSATGTAGRMRCVICHRGFNSRSNLRSHMRIHTLDKPFVCRFCNRRFSQSSTLRNHVRLHTGERPYK.... (3) The miRNA is hsa-miR-30c-1-3p with sequence CUGGGAGAGGGUUGUUUACUCC. The protein sequence of the target gene is MASSDCEGHAGQEGETFLYFAYGSNLLTERIHLRNPSAVFCCVARLQDFKLDFGNFQGKMSERWHGGIATIFQSPGDEVWGVVWRMNKSNISSLDEQEGVKSGVYVVIEIKVSTREGKEITCRSYLMTNYESAPPSPQYKKVICMGAKENGLPQEYQEKLKAIEPNEYKGKISDEMEDIIKKGESKLS. Result: 0 (no interaction). (4) The miRNA is mmu-miR-362-3p with sequence AACACACCUGUUCAAGGAUUCA. The protein sequence of the target gene is MAVALLEEWCKIMGVDVQKSLLVVDIPVDCGEPEIQTVLQEALKCVGSYRLLGKIFQKQDNTSVVLVELMEDTDMSVVPSEVQGKGGVWKVIFKTPNQDTEFLQRLNLFLEKEGQTVAGMFRALKHEGVSPATPPCTSPELLAHLTGQAMVHGQRPLLPVKYCKMRIFSGSTAAAPEEEPFEVWLEQATEIAKEWPIPEAEKKRWVAESLRGPALDLMHIVQADNPSISVGECLEAFKQVFGSTESRRTSQVKYLRTYQQEGEKISAYVLRLETLLRRAVEKRAIPRNIADQVRLEQVMA.... Result: 1 (interaction). (5) The miRNA is mmu-miR-17-5p with sequence CAAAGUGCUUACAGUGCAGGUAG. The protein sequence of the target gene is MSLSMRDPVIPGTSMAYHPFLPHRAPDFAMSAVLGHQPPFFPALTLPPNGAAALSLPGALAKPIMDQLVGAAETGIPFSSLGPQAHLRPLKTMEPEEDVEDDPKVHLEAKELWDQFHKRGTEMVITKSGRRMFPPFKVRCSGLDKKAKYILLMDIIAADDCRYKFHNSRWMVAGKADPEMPKRMYIHPDSPATGEQWMSKVVTFHKLKLTNNISDKHGFTLAFPSDHATWQGNYSFGTQTILNSMHKYQPRFHIVRANDILKLPYSTFRTYLFPETEFIAVTAYQNDKITQLKIDNNPFA.... Result: 1 (interaction). (6) The protein sequence of the target gene is MSAPSLRARAAGLGLLLCAVLGRAGRSDSGGRGELGQPSGVAAERPCPTTCRCLGDLLDCSRKRLARLPEPLPSWVARLDLSHNRLSFIKASSMSHLQSLREVKLNNNELETIPNLGPVSANITLLSLAGNRIVEILPEHLKEFQSLETLDLSSNNISELQTAFPALQLKYLYLNSNRVTSMEPGYFDNLANTLLVLKLNRNRISAIPPKMFKLPQLQHLELNRNKIKNVDGLTFQGLGALKSLKMQRNGVTKLMDGAFWGLSNMEILQLDHNNLTEITKGWLYGLLMLQELHLSQNAIN.... Result: 0 (no interaction). The miRNA is mmu-miR-125b-1-3p with sequence ACGGGUUAGGCUCUUGGGAGCU.